From a dataset of Forward reaction prediction with 1.9M reactions from USPTO patents (1976-2016). Predict the product of the given reaction. (1) Given the reactants C([N:8]([CH2:29][CH2:30][CH2:31][CH2:32][CH2:33][CH2:34][O:35][CH2:36][CH2:37][CH2:38][CH2:39][C:40]1[CH:45]=[CH:44][CH:43]=[C:42]([S:46]([CH:49]2[CH2:53][CH2:52][CH2:51][CH2:50]2)(=[O:48])=[O:47])[CH:41]=1)[CH2:9][C@@H:10]([C:12]1[CH:13]=[CH:14][C:15]([O:21]CC2C=CC=CC=2)=[C:16]([NH:18][CH:19]=[O:20])[CH:17]=1)[OH:11])C1C=CC=CC=1.[C:54]([OH:57])(=[O:56])[CH3:55], predict the reaction product. The product is: [C:54]([OH:57])(=[O:56])[CH3:55].[CH:49]1([S:46]([C:42]2[CH:41]=[C:40]([CH2:39][CH2:38][CH2:37][CH2:36][O:35][CH2:34][CH2:33][CH2:32][CH2:31][CH2:30][CH2:29][NH:8][CH2:9][C@@H:10]([C:12]3[CH:13]=[CH:14][C:15]([OH:21])=[C:16]([NH:18][CH:19]=[O:20])[CH:17]=3)[OH:11])[CH:45]=[CH:44][CH:43]=2)(=[O:48])=[O:47])[CH2:53][CH2:52][CH2:51][CH2:50]1. (2) Given the reactants [Cl:1][C:2]1[CH:10]=[C:9]([N+:11]([O-])=O)[CH:8]=[CH:7][C:3]=1[C:4]([OH:6])=[O:5].[H][H].CC(C)=O, predict the reaction product. The product is: [NH2:11][C:9]1[CH:8]=[CH:7][C:3]([C:4]([OH:6])=[O:5])=[C:2]([Cl:1])[CH:10]=1. (3) Given the reactants C([Li])CCC.CC1(C)CCCC(C)(C)N1.[O:16]1[CH:20]=[N:19][N:18]=[C:17]1[C:21]1[CH:26]=[CH:25][N:24]=[CH:23][CH:22]=1.[CH3:27][C:28]([CH3:32])([CH3:31])[CH:29]=[O:30].C(O)C(N)(CO)CO.Cl, predict the reaction product. The product is: [CH3:27][C:28]([CH3:32])([CH3:31])[CH:29]([C:20]1[O:16][C:17]([C:21]2[CH:26]=[CH:25][N:24]=[CH:23][CH:22]=2)=[N:18][N:19]=1)[OH:30]. (4) The product is: [CH3:18][O:5][C:4](=[O:6])[C:3]1[CH:7]=[C:8]([F:12])[C:9]([F:11])=[CH:10][C:2]=1[Br:1]. Given the reactants [Br:1][C:2]1[CH:10]=[C:9]([F:11])[C:8]([F:12])=[CH:7][C:3]=1[C:4]([OH:6])=[O:5].S(=O)(=O)(O)O.[CH3:18]O, predict the reaction product. (5) Given the reactants Cl[C:2]([O:4][CH2:5][C:6]1[CH:11]=[CH:10][CH:9]=[CH:8][CH:7]=1)=[O:3].[NH2:12][C:13]1[C:18]([C:19]([O:21][C:22]([CH3:25])([CH3:24])[CH3:23])=[O:20])=[C:17]([OH:26])[C:16]([C:27]2[CH:31]=[CH:30][O:29][C:28]=2[CH:32]=[O:33])=[CH:15][CH:14]=1, predict the reaction product. The product is: [CH2:5]([O:4][C:2]([NH:12][C:13]1[C:18]([C:19]([O:21][C:22]([CH3:25])([CH3:24])[CH3:23])=[O:20])=[C:17]([OH:26])[C:16]([C:27]2[CH:31]=[CH:30][O:29][C:28]=2[CH:32]=[O:33])=[CH:15][CH:14]=1)=[O:3])[C:6]1[CH:11]=[CH:10][CH:9]=[CH:8][CH:7]=1. (6) Given the reactants [Br:1][C:2]1[CH:3]=[N:4][C:5]2[N:6]([N:8]=[C:9]([C:11]([OH:13])=O)[CH:10]=2)[CH:7]=1.[CH3:14][C:15]1[N:19]2[CH2:20][CH2:21][NH:22][CH2:23][C:18]2=[CH:17][CH:16]=1, predict the reaction product. The product is: [Br:1][C:2]1[CH:3]=[N:4][C:5]2[N:6]([N:8]=[C:9]([C:11]([N:22]3[CH2:21][CH2:20][N:19]4[C:15]([CH3:14])=[CH:16][CH:17]=[C:18]4[CH2:23]3)=[O:13])[CH:10]=2)[CH:7]=1. (7) The product is: [NH:23]1[CH:22]=[C:21]([C:2]2[N:3]=[N+:4]([O-:12])[C:5]3[CH:11]=[CH:10][CH:9]=[CH:8][C:6]=3[N:7]=2)[CH:25]=[N:24]1. Given the reactants Cl[C:2]1[N:3]=[N+:4]([O-:12])[C:5]2[CH:11]=[CH:10][CH:9]=[CH:8][C:6]=2[N:7]=1.CC1(C)C(C)(C)OB([C:21]2[CH:22]=[N:23][NH:24][CH:25]=2)O1.O, predict the reaction product. (8) Given the reactants [CH:1]1[C:13]2[CH:12]([CH2:14][O:15][C:16](=[O:57])[NH:17][CH2:18][CH2:19][CH2:20][CH2:21][CH:22]([NH:43][C:44](=[O:56])[CH:45]([N:47](C(OC(C)(C)C)=O)[CH3:48])[CH3:46])[C:23](=[O:42])[N:24]3[CH:28]([C:29](=[O:41])[NH:30][CH:31]4[C:40]5[C:35](=[CH:36][CH:37]=[CH:38][CH:39]=5)[CH2:34][CH2:33][CH2:32]4)[CH2:27][S:26][CH2:25]3)[C:11]3[C:6](=[CH:7][CH:8]=[CH:9][CH:10]=3)[C:5]=2[CH:4]=[CH:3][CH:2]=1.[C:58]([OH:64])([C:60]([F:63])([F:62])[F:61])=[O:59], predict the reaction product. The product is: [F:61][C:60]([F:63])([F:62])[C:58]([OH:64])=[O:59].[CH:10]1[C:11]2[CH:12]([CH2:14][O:15][C:16](=[O:57])[NH:17][CH2:18][CH2:19][CH2:20][CH2:21][CH:22]([NH:43][C:44](=[O:56])[CH:45]([NH:47][CH3:48])[CH3:46])[C:23](=[O:42])[N:24]3[CH:28]([C:29](=[O:41])[NH:30][CH:31]4[C:40]5[C:35](=[CH:36][CH:37]=[CH:38][CH:39]=5)[CH2:34][CH2:33][CH2:32]4)[CH2:27][S:26][CH2:25]3)[C:13]3[C:5](=[CH:4][CH:3]=[CH:2][CH:1]=3)[C:6]=2[CH:7]=[CH:8][CH:9]=1.